Dataset: Reaction yield outcomes from USPTO patents with 853,638 reactions. Task: Predict the reaction yield, written as a fraction of the theoretical maximum amount of product (1.0 means a 100% yield; for example, 0.34 means a 34% yield). (1) The reactants are [CH2:1]([C:3]1[N:7]([C:8]2[N:16]=[C:15]3[C:11]([N:12]=[C:13]([CH:18]=O)[N:14]3[CH3:17])=[C:10]([N:20]3[CH2:25][CH2:24][O:23][CH2:22][CH2:21]3)[N:9]=2)[C:6]2[CH:26]=[CH:27][CH:28]=[CH:29][C:5]=2[N:4]=1)[CH3:2].[NH:30]1[CH2:33][CH:32]([N:34]2[CH2:38][CH2:37][CH2:36][C:35]2=[O:39])[CH2:31]1.C(O[BH-](OC(=O)C)OC(=O)C)(=O)C.[Na+]. The catalyst is ClCCCl. The product is [CH2:1]([C:3]1[N:7]([C:8]2[N:16]=[C:15]3[C:11]([N:12]=[C:13]([CH2:18][N:30]4[CH2:33][CH:32]([N:34]5[CH2:38][CH2:37][CH2:36][C:35]5=[O:39])[CH2:31]4)[N:14]3[CH3:17])=[C:10]([N:20]3[CH2:21][CH2:22][O:23][CH2:24][CH2:25]3)[N:9]=2)[C:6]2[CH:26]=[CH:27][CH:28]=[CH:29][C:5]=2[N:4]=1)[CH3:2]. The yield is 0.640. (2) The reactants are [CH3:1][C:2]1[O:6][N:5]=[C:4]([C:7]2[CH:12]=[CH:11][CH:10]=[CH:9][CH:8]=2)[C:3]=1[CH2:13][O:14][C:15]1[N:20]=[CH:19][C:18]([NH2:21])=[CH:17][CH:16]=1.[CH:22]1([C:25](Cl)=[O:26])[CH2:24][CH2:23]1.C(OC(C)C)(C)C. No catalyst specified. The product is [CH3:1][C:2]1[O:6][N:5]=[C:4]([C:7]2[CH:12]=[CH:11][CH:10]=[CH:9][CH:8]=2)[C:3]=1[CH2:13][O:14][C:15]1[N:20]=[CH:19][C:18]([NH:21][C:25]([CH:22]2[CH2:24][CH2:23]2)=[O:26])=[CH:17][CH:16]=1. The yield is 0.710. (3) The reactants are [CH:1]1([NH:7][C:8]2[C:9]3[CH:19]=[CH:18][NH:17][C:10]=3[N:11]=[CH:12][C:13]=2[N+:14]([O-])=O)[CH2:6][CH2:5][CH2:4][CH2:3][CH2:2]1.O.O.[Sn](Cl)Cl. The catalyst is CCO. The product is [CH:1]1([NH:7][C:8]2[C:13]([NH2:14])=[CH:12][N:11]=[C:10]3[NH:17][CH:18]=[CH:19][C:9]=23)[CH2:2][CH2:3][CH2:4][CH2:5][CH2:6]1. The yield is 0.870.